From a dataset of Full USPTO retrosynthesis dataset with 1.9M reactions from patents (1976-2016). Predict the reactants needed to synthesize the given product. (1) Given the product [ClH:17].[CH2:1]([C:8]1[N:9]=[C:10]([NH:18][C@@H:19]2[CH2:20][CH2:21][C@H:22]([NH:25][C:26](=[O:35])[C:27]3[CH:32]=[CH:31][C:30]([F:33])=[C:29]([Cl:34])[CH:28]=3)[CH2:23][CH2:24]2)[CH:11]=[C:12]([N:14]([CH3:16])[CH3:15])[N:13]=1)[C:2]1[CH:7]=[CH:6][CH:5]=[CH:4][CH:3]=1, predict the reactants needed to synthesize it. The reactants are: [CH2:1]([C:8]1[N:13]=[C:12]([N:14]([CH3:16])[CH3:15])[CH:11]=[C:10]([Cl:17])[N:9]=1)[C:2]1[CH:7]=[CH:6][CH:5]=[CH:4][CH:3]=1.[NH2:18][C@@H:19]1[CH2:24][CH2:23][C@H:22]([NH:25][C:26](=[O:35])[C:27]2[CH:32]=[CH:31][C:30]([F:33])=[C:29]([Cl:34])[CH:28]=2)[CH2:21][CH2:20]1. (2) Given the product [NH2:1][C:2]1[NH:3][C:4](=[O:11])[C:5]([C:9]#[N:10])=[C:6]([C:17]2[O:18][CH2:19][CH2:20][CH:21]=2)[N:7]=1, predict the reactants needed to synthesize it. The reactants are: [NH2:1][C:2]1[NH:3][C:4](=[O:11])[C:5]([C:9]#[N:10])=[C:6](Cl)[N:7]=1.C([Sn](CCCC)(CCCC)[C:17]1[O:18][CH2:19][CH2:20][CH:21]=1)CCC. (3) Given the product [CH:5]1([NH:11][C:12]2[C:17]([F:18])=[CH:16][N:15]=[C:14]([NH:19][C:20]3[CH:25]=[CH:24][C:23]4[O:43][CH2:42][CH2:52][O:26][C:22]=4[CH:21]=3)[N:13]=2)[CH2:6][CH2:7][CH2:8][CH2:3][CH2:4]1, predict the reactants needed to synthesize it. The reactants are: C1CO[C:8]2[CH:7]=[CH:6][C:5]([NH:11][C:12]3[C:17]([F:18])=[CH:16][N:15]=[C:14]([NH:19][C:20]4[CH:25]=[CH:24][CH:23]=[C:22]([OH:26])[CH:21]=4)[N:13]=3)=[CH:4][C:3]=2O1.ClC1N=C(NC2CCCCC2)C(F)=CN=1.[CH2:42]1[CH2:52]OC2C=CC(N)=CC=2[O:43]1. (4) Given the product [CH3:1][C:2]1[CH:7]=[CH:6][C:5]([S:8]([O:11][CH2:12][CH:13]2[O:18][C:17]3=[C:19]4[C:20](=[CH:21][CH:22]=[C:16]3[O:15][CH2:14]2)[O:23][CH2:24][CH2:25][CH2:26]4)(=[O:10])=[O:9])=[CH:4][CH:3]=1, predict the reactants needed to synthesize it. The reactants are: [CH3:1][C:2]1[CH:7]=[CH:6][C:5]([S:8]([O:11][CH2:12][C@@H:13]2[O:18][C:17]3[C:19](CCCO)=[C:20]([O:23][CH2:24][C:25]4C=CC=C[CH:26]=4)[CH:21]=[CH:22][C:16]=3[O:15][CH2:14]2)(=[O:10])=[O:9])=[CH:4][CH:3]=1.[H][H].C1(P(C2C=CC=CC=2)C2C=CC=CC=2)C=CC=CC=1.CC(OC(/N=N/C(OC(C)C)=O)=O)C. (5) The reactants are: [Br:1][C:2]1[CH:21]=[CH:20][C:5]([NH:6][C:7]2[C:16]3[C:11](=[CH:12][C:13]([OH:19])=[C:14](OC)[CH:15]=3)[N:10]=[CH:9][N:8]=2)=[C:4]([F:22])[CH:3]=1.O[CH2:24][CH2:25][CH2:26][N:27]1[CH2:31][CH2:30][CH2:29][C:28]1=[O:32].C1(P(C2C=CC=CC=2)C2C=CC=CC=2)C=CC=CC=1.N(C(OCC)=O)=N[C:54](OCC)=[O:55].C(Cl)[Cl:65]. Given the product [ClH:65].[Br:1][C:2]1[CH:21]=[CH:20][C:5]([NH:6][C:7]2([O:55][CH3:54])[C:16]3[C:11](=[CH:12][C:13]([O:19][CH2:24][CH2:25][CH2:26][N:27]4[CH2:31][CH2:30][CH2:29][C:28]4=[O:32])=[CH:14][CH:15]=3)[N:10]=[CH:9][NH:8]2)=[C:4]([F:22])[CH:3]=1, predict the reactants needed to synthesize it. (6) Given the product [CH3:7][C:4]1[N:3]([C:8]2[CH:12]=[C:11]([C:19]([O:21][C:22]([CH3:25])([CH3:24])[CH3:23])=[O:20])[N:10]([CH3:13])[N:9]=2)[C:2]([CH3:1])=[CH:6][CH:5]=1, predict the reactants needed to synthesize it. The reactants are: [CH3:1][C:2]1[N:3]([C:8]2[CH:12]=[CH:11][N:10]([CH3:13])[N:9]=2)[C:4]([CH3:7])=[CH:5][CH:6]=1.C([Li])CCC.[C:19](O[C:19]([O:21][C:22]([CH3:25])([CH3:24])[CH3:23])=[O:20])([O:21][C:22]([CH3:25])([CH3:24])[CH3:23])=[O:20].[Cl-].[NH4+]. (7) Given the product [C:28]([N:31]1[CH2:36][CH2:35][C:34]([C:38]2[CH:43]=[CH:42][C:41]([C:7]3[C:16]4[C:11](=[CH:12][CH:13]=[C:14]([C:17]([O:19][CH2:20][CH2:21][Si:22]([CH3:25])([CH3:24])[CH3:23])=[O:18])[CH:15]=4)[CH:10]=[N:9][CH:8]=3)=[CH:40][CH:39]=2)([OH:37])[CH2:33][CH2:32]1)(=[O:30])[CH3:29], predict the reactants needed to synthesize it. The reactants are: FC(F)(F)S(O[C:7]1[C:16]2[C:11](=[CH:12][CH:13]=[C:14]([C:17]([O:19][CH2:20][CH2:21][Si:22]([CH3:25])([CH3:24])[CH3:23])=[O:18])[CH:15]=2)[CH:10]=[N:9][CH:8]=1)(=O)=O.[C:28]([N:31]1[CH2:36][CH2:35][C:34]([C:38]2[CH:43]=[CH:42][C:41](B3OC(C)(C)C(C)(C)O3)=[CH:40][CH:39]=2)([OH:37])[CH2:33][CH2:32]1)(=[O:30])[CH3:29]. (8) Given the product [Cl:23][C:21]1[C:20]2[NH:19][N:18]=[CH:17][C:16]=2[C:15]2[CH2:24][N:25]([CH2:28][C:29]([F:31])([F:30])[F:32])[C:26](=[O:27])[C@H:12]([NH:11][C:50]([C:48]3[N:47]=[CH:46][C:45]4[CH2:53][C:35]5([CH2:43][C:44]=4[CH:49]=3)[C:36]3[C:37](=[N:38][CH:39]=[CH:40][CH:41]=3)[NH:42][C:34]5=[O:33])=[O:51])[CH2:13][C:14]=2[CH:22]=1, predict the reactants needed to synthesize it. The reactants are: CS(O)(=O)=O.CS(O)(=O)=O.[NH2:11][C@H:12]1[C:26](=[O:27])[N:25]([CH2:28][C:29]([F:32])([F:31])[F:30])[CH2:24][C:15]2[C:16]3[CH:17]=[N:18][NH:19][C:20]=3[C:21]([Cl:23])=[CH:22][C:14]=2[CH2:13]1.[O:33]=[C:34]1[NH:42][C:37]2=[N:38][CH:39]=[CH:40][CH:41]=[C:36]2[C:35]21[CH2:53][C:45]1[CH:46]=[N:47][C:48]([C:50](O)=[O:51])=[CH:49][C:44]=1[CH2:43]2.C(N(CC)C(C)C)(C)C.C1C=CC2N(O)N=NC=2C=1.C(Cl)CCl. (9) Given the product [F:23][C:20]1[CH:21]=[CH:22][C:17]([C:9]2[S:10][CH:11]=[CH:12][C:13]=2[CH3:14])=[CH:18][CH:19]=1, predict the reactants needed to synthesize it. The reactants are: CC1(C)C(C)(C)OB([C:9]2[S:10][CH:11]=[CH:12][C:13]=2[CH3:14])O1.Br[C:17]1[CH:22]=[CH:21][C:20]([F:23])=[CH:19][CH:18]=1.C([O-])([O-])=O.[Na+].[Na+].